From a dataset of Forward reaction prediction with 1.9M reactions from USPTO patents (1976-2016). Predict the product of the given reaction. (1) Given the reactants [Br:1][C:2]1[CH:3]=[C:4]2[C:13]3([CH2:17][O:16][C:15]([NH2:18])=[N:14]3)[C:10]3([CH2:12][CH2:11]3)[C:9]([CH3:20])([CH3:19])[O:8][C:5]2=[CH:6][CH:7]=1.O.C([C@](C(O)=O)(O)[C@](C(=O)C1C=CC=CC=1)(O)C(O)=O)(=O)C1C=CC=CC=1, predict the reaction product. The product is: [Br:1][C:2]1[CH:3]=[C:4]2[C@@:13]3([CH2:17][O:16][C:15]([NH2:18])=[N:14]3)[C:10]3([CH2:12][CH2:11]3)[C:9]([CH3:20])([CH3:19])[O:8][C:5]2=[CH:6][CH:7]=1. (2) Given the reactants [C:1]1([N:7]2[C:11]3[CH:12]=[C:13]([O:16][CH2:17][CH2:18][CH2:19][CH2:20][CH2:21][C:22]([OH:24])=O)[CH:14]=[CH:15][C:10]=3[N:9]=[C:8]2[C:25]2[CH:30]=[CH:29][CH:28]=[CH:27][CH:26]=2)[CH:6]=[CH:5][CH:4]=[CH:3][CH:2]=1.C(N1C=CN=C1)([N:33]1C=CN=C1)=O.[O:43]1[CH2:47]CCC1, predict the reaction product. The product is: [CH3:47][O:43][NH:33][C:22](=[O:24])[CH2:21][CH2:20][CH2:19][CH2:18][CH2:17][O:16][C:13]1[CH:14]=[CH:15][C:10]2[N:9]=[C:8]([C:25]3[CH:30]=[CH:29][CH:28]=[CH:27][CH:26]=3)[N:7]([C:1]3[CH:2]=[CH:3][CH:4]=[CH:5][CH:6]=3)[C:11]=2[CH:12]=1. (3) Given the reactants [Cl:1][C:2]1[CH:7]=[CH:6][CH:5]=[CH:4][C:3]=1[CH:8]([C:20]1[CH:37]=[CH:36][C:23]([C:24]([NH:26][C@H:27]2[CH2:32][CH2:31][C@H:30]([C:33]([OH:35])=[O:34])[CH2:29][CH2:28]2)=[O:25])=[C:22]([F:38])[CH:21]=1)[CH2:9][C:10]([C:12]1[CH:17]=[CH:16][C:15](=[O:18])[N:14]([CH3:19])[CH:13]=1)=O.Cl.[NH2:40][OH:41].C([O-])(O)=O.[Na+], predict the reaction product. The product is: [Cl:1][C:2]1[CH:7]=[CH:6][CH:5]=[CH:4][C:3]=1[CH:8]([C:20]1[CH:37]=[CH:36][C:23]([C:24]([NH:26][C@H:27]2[CH2:32][CH2:31][C@H:30]([C:33]([OH:35])=[O:34])[CH2:29][CH2:28]2)=[O:25])=[C:22]([F:38])[CH:21]=1)[CH2:9]/[C:10](=[N:40]\[OH:41])/[C:12]1[CH:17]=[CH:16][C:15](=[O:18])[N:14]([CH3:19])[CH:13]=1. (4) Given the reactants [Cl:1][C:2]1[CH:7]=[CH:6][C:5]([C:8]2[N:12]([CH:13]([CH:16]3[CH2:21][CH2:20][CH2:19][CH2:18][CH2:17]3)[CH2:14][OH:15])[C:11]3[CH:22]=[C:23]([F:27])[C:24]([F:26])=[CH:25][C:10]=3[N:9]=2)=[CH:4][CH:3]=1.[CH3:28][O:29][C:30](=[O:42])[C:31]1[CH:36]=[CH:35][C:34](Cl)=[C:33]([C:38]([F:41])([F:40])[F:39])[CH:32]=1, predict the reaction product. The product is: [CH3:28][O:29][C:30](=[O:42])[C:31]1[CH:36]=[CH:35][C:34]([O:15][CH2:14][CH:13]([N:12]2[C:11]3[CH:22]=[C:23]([F:27])[C:24]([F:26])=[CH:25][C:10]=3[N:9]=[C:8]2[C:5]2[CH:6]=[CH:7][C:2]([Cl:1])=[CH:3][CH:4]=2)[CH:16]2[CH2:17][CH2:18][CH2:19][CH2:20][CH2:21]2)=[C:33]([C:38]([F:39])([F:41])[F:40])[CH:32]=1. (5) Given the reactants [CH3:1][O:2][C:3]1[CH:10]=[CH:9][C:6]([CH2:7]Cl)=[CH:5][CH:4]=1.C(=O)([O-])[O-].[K+].[K+].[N+:17]([C:20]1[CH:21]=[N:22][NH:23][C:24]=1[C:25]([O:27][CH3:28])=[O:26])([O-:19])=[O:18].O, predict the reaction product. The product is: [CH3:1][O:2][C:3]1[CH:10]=[CH:9][C:6]([CH2:7][N:23]2[C:24]([C:25]([O:27][CH3:28])=[O:26])=[C:20]([N+:17]([O-:19])=[O:18])[CH:21]=[N:22]2)=[CH:5][CH:4]=1. (6) Given the reactants [Cl:1][C:2]1[CH:36]=[CH:35][C:5]([CH2:6][CH2:7][NH:8][C:9]([C:11]2[CH:34]=[CH:33][C:14]([O:15][C:16]3[CH:21]=[CH:20][C:19]([CH:22]([CH3:30])[C:23]([O:25]C(C)(C)C)=[O:24])=[CH:18][C:17]=3[C:31]#[N:32])=[CH:13][CH:12]=2)=[O:10])=[CH:4][CH:3]=1, predict the reaction product. The product is: [Cl:1][C:2]1[CH:3]=[CH:4][C:5]([CH2:6][CH2:7][NH:8][C:9]([C:11]2[CH:12]=[CH:13][C:14]([O:15][C:16]3[CH:21]=[CH:20][C:19]([CH:22]([CH3:30])[C:23]([OH:25])=[O:24])=[CH:18][C:17]=3[C:31]#[N:32])=[CH:33][CH:34]=2)=[O:10])=[CH:35][CH:36]=1.